From a dataset of Full USPTO retrosynthesis dataset with 1.9M reactions from patents (1976-2016). Predict the reactants needed to synthesize the given product. (1) Given the product [F:83][C:77]1[C:78]([F:82])=[CH:79][CH:80]=[CH:81][C:76]=1[CH2:75][S:74][C:68]1[N:67]=[C:66]([NH:1][S:2]([N:5]2[CH2:8][CH:7]([NH:9][C:10](=[O:16])[O:11][C:12]([CH3:13])([CH3:15])[CH3:14])[CH2:6]2)(=[O:4])=[O:3])[CH:71]=[C:70]([O:72][CH3:73])[N:69]=1, predict the reactants needed to synthesize it. The reactants are: [NH2:1][S:2]([N:5]1[CH2:8][CH:7]([NH:9][C:10](=[O:16])[O:11][C:12]([CH3:15])([CH3:14])[CH3:13])[CH2:6]1)(=[O:4])=[O:3].C1(P(C2CCCCC2)C2C=CC=CC=2C2C(C(C)C)=CC(C(C)C)=CC=2C(C)C)CCCCC1.C(=O)([O-])[O-].[Cs+].[Cs+].COC1N=CN=CC=1.Cl[C:66]1[CH:71]=[C:70]([O:72][CH3:73])[N:69]=[C:68]([S:74][CH2:75][C:76]2[CH:81]=[CH:80][CH:79]=[C:78]([F:82])[C:77]=2[F:83])[N:67]=1.[Cl-].[NH4+]. (2) Given the product [Br:1][C:2]1[CH:7]=[CH:6][C:5]([CH:8]2[NH:9][C:10](=[O:11])[N:21]([C:17]3[CH:18]=[CH:19][CH:20]=[C:15]([CH:14]([F:13])[F:28])[CH:16]=3)[C:22]3[CH2:26][CH2:25][C:24](=[O:27])[C:23]2=3)=[CH:4][CH:3]=1, predict the reactants needed to synthesize it. The reactants are: [Br:1][C:2]1[CH:7]=[CH:6][C:5]([CH:8](Cl)[N:9]=[C:10]=[O:11])=[CH:4][CH:3]=1.[F:13][CH:14]([F:28])[C:15]1[CH:16]=[C:17]([NH:21][C:22]2[CH2:26][CH2:25][C:24](=[O:27])[CH:23]=2)[CH:18]=[CH:19][CH:20]=1.O. (3) Given the product [CH:1]([N:14]1[CH2:17][C:16](=[C:18]([C:23]2[CH:28]=[CH:27][CH:26]=[CH:25][C:24]=2[OH:29])[S:19]([CH3:22])(=[O:21])=[O:20])[CH2:15]1)([C:8]1[CH:9]=[CH:10][CH:11]=[CH:12][CH:13]=1)[C:2]1[CH:3]=[CH:4][CH:5]=[CH:6][CH:7]=1, predict the reactants needed to synthesize it. The reactants are: [CH:1]([N:14]1[CH2:17][C:16](=[C:18]([C:23]2[CH:28]=[CH:27][CH:26]=[CH:25][C:24]=2[O:29]C)[S:19]([CH3:22])(=[O:21])=[O:20])[CH2:15]1)([C:8]1[CH:13]=[CH:12][CH:11]=[CH:10][CH:9]=1)[C:2]1[CH:7]=[CH:6][CH:5]=[CH:4][CH:3]=1.B(Br)(Br)Br. (4) Given the product [OH:8][CH2:7][C@H:5]([NH:6][C:11]([O:13][CH2:14][C:15]1[CH:20]=[CH:19][CH:18]=[CH:17][CH:16]=1)=[O:12])[C:4]([O:3][CH3:2])=[O:9], predict the reactants needed to synthesize it. The reactants are: Cl.[CH3:2][O:3][C:4](=[O:9])[C@H:5]([CH2:7][OH:8])[NH2:6].Cl[C:11]([O:13][CH2:14][C:15]1[CH:20]=[CH:19][CH:18]=[CH:17][CH:16]=1)=[O:12].[OH-].[Na+].